This data is from NCI-60 drug combinations with 297,098 pairs across 59 cell lines. The task is: Regression. Given two drug SMILES strings and cell line genomic features, predict the synergy score measuring deviation from expected non-interaction effect. Drug 1: CC1=C2C(C(=O)C3(C(CC4C(C3C(C(C2(C)C)(CC1OC(=O)C(C(C5=CC=CC=C5)NC(=O)C6=CC=CC=C6)O)O)OC(=O)C7=CC=CC=C7)(CO4)OC(=O)C)O)C)OC(=O)C. Drug 2: CC12CCC3C(C1CCC2OP(=O)(O)O)CCC4=C3C=CC(=C4)OC(=O)N(CCCl)CCCl.[Na+]. Cell line: MOLT-4. Synergy scores: CSS=80.3, Synergy_ZIP=18.0, Synergy_Bliss=17.8, Synergy_Loewe=20.3, Synergy_HSA=20.5.